From a dataset of Reaction yield outcomes from USPTO patents with 853,638 reactions. Predict the reaction yield, written as a fraction of the theoretical maximum amount of product (1.0 means a 100% yield; for example, 0.34 means a 34% yield). (1) The reactants are Br[C:2]1[CH:7]=[CH:6][C:5]([C:8]2[CH:13]=[CH:12][C:11]([C:14]([F:17])([F:16])[F:15])=[CH:10][CH:9]=2)=[CH:4][CH:3]=1.[Li]CCCC.CCCCCC.[O:29]1[CH2:34][CH2:33][CH:32]([CH:35]=[O:36])[CH2:31][CH2:30]1. The catalyst is C1COCC1. The product is [O:29]1[CH2:34][CH2:33][CH:32]([CH:35]([C:2]2[CH:7]=[CH:6][C:5]([C:8]3[CH:13]=[CH:12][C:11]([C:14]([F:17])([F:16])[F:15])=[CH:10][CH:9]=3)=[CH:4][CH:3]=2)[OH:36])[CH2:31][CH2:30]1. The yield is 0.550. (2) The reactants are F[P-](F)(F)(F)(F)F.N1(O[P+](N(C)C)(N(C)C)N(C)C)C2C=CC=CC=2N=N1.[Cl-].[F:29][C:30]([F:35])([F:34])[C:31]([OH:33])=[O:32].[NH2:36][C:37]1[CH:38]=[C:39]2[C:43](=[CH:44][CH:45]=1)[NH:42][C:41]([C:46]([NH:48][CH2:49][C:50]1[CH:55]=[CH:54][C:53]([Cl:56])=[C:52]([O:57][C:58]3[CH:63]=[C:62]([C:64]#[N:65])[CH:61]=[C:60]([Cl:66])[CH:59]=3)[C:51]=1[F:67])=[O:47])=[CH:40]2.[N:68]1([CH2:74][CH2:75][C:76](O)=[O:77])[CH2:73][CH2:72][CH2:71][CH2:70][CH2:69]1.C(N(C(C)C)CC)(C)C. The catalyst is CN(C=O)C. The product is [F:29][C:30]([F:35])([F:34])[C:31]([OH:33])=[O:32].[Cl:56][C:53]1[CH:54]=[CH:55][C:50]([CH2:49][NH:48][C:46]([C:41]2[NH:42][C:43]3[C:39]([CH:40]=2)=[CH:38][C:37]([NH:36][C:76](=[O:77])[CH2:75][CH2:74][N:68]2[CH2:73][CH2:72][CH2:71][CH2:70][CH2:69]2)=[CH:45][CH:44]=3)=[O:47])=[C:51]([F:67])[C:52]=1[O:57][C:58]1[CH:63]=[C:62]([C:64]#[N:65])[CH:61]=[C:60]([Cl:66])[CH:59]=1. The yield is 0.430. (3) The reactants are C(OC([C:6]1[C:10]([C:11]2[CH:16]=[CH:15][C:14]([O:17][CH2:18][C:19]3[CH:24]=[CH:23][CH:22]=[CH:21][CH:20]=3)=[CH:13][CH:12]=2)=[CH:9][S:8][C:7]=1[NH:25][C:26](=[O:33])[CH2:27][C:28](OCC)=[O:29])=O)C.[H-].[Na+]. The yield is 0.770. The product is [CH2:18]([O:17][C:14]1[CH:15]=[CH:16][C:11]([C:10]2[C:6]3[C:28]([OH:29])=[CH:27][C:26](=[O:33])[NH:25][C:7]=3[S:8][CH:9]=2)=[CH:12][CH:13]=1)[C:19]1[CH:24]=[CH:23][CH:22]=[CH:21][CH:20]=1. The catalyst is C1COCC1. (4) The reactants are F[C:2]1[CH:7]=[C:6]([F:8])[CH:5]=[CH:4][C:3]=1[C:9]1[CH:10]=[C:11](CO)C(=O)N(CC(C)C)N=1.[F:22][C:23]1[CH:24]=[C:25]([C:31]2[CH:32]=[C:33]([C:38]([O:40][CH3:41])=[O:39])[C:34](=[O:37])[NH:35][N:36]=2)[CH:26]=[CH:27][C:28]=1[O:29][CH3:30].S([O-])(=O)(=O)C.FC1C=CC(CCCO)=CC=1. No catalyst specified. The product is [F:22][C:23]1[CH:24]=[C:25]([C:31]2[CH:32]=[C:33]([C:38]([O:40][CH3:41])=[O:39])[C:34](=[O:37])[N:35]([CH2:11][CH2:10][CH2:9][C:3]3[CH:2]=[CH:7][C:6]([F:8])=[CH:5][CH:4]=3)[N:36]=2)[CH:26]=[CH:27][C:28]=1[O:29][CH3:30]. The yield is 0.901. (5) The reactants are C([NH:4][CH2:5][CH2:6][C:7]1[CH:8]=[CH:9][C:10]([O:36][CH3:37])=[C:11]([NH:13][C:14](=[O:35])[C:15](=[N:19][NH:20][C:21]2[CH:26]=[CH:25][C:24]([N+:27]([O-:29])=[O:28])=[C:23]([N+]([O-])=O)[C:22]=2[O:33][CH3:34])[C:16](=[O:18])[CH3:17])[CH:12]=1)(=O)C.CN1C(=O)CCC1.Cl. The catalyst is O. The product is [NH2:4][CH2:5][CH2:6][C:7]1[CH:8]=[CH:9][C:10]([O:36][CH3:37])=[C:11]([NH:13][C:14](=[O:35])[C:15](=[N:19][NH:20][C:21]2[CH:26]=[CH:25][C:24]([N+:27]([O-:29])=[O:28])=[CH:23][C:22]=2[O:33][CH3:34])[C:16](=[O:18])[CH3:17])[CH:12]=1. The yield is 0.952. (6) The reactants are [F:1][C:2]1[CH:10]=[C:9]2[C:5]([C:6]([CH2:11][C:12]([OH:14])=[O:13])=[N:7][NH:8]2)=[CH:4][CH:3]=1.[CH2:15](O)[CH3:16]. No catalyst specified. The product is [F:1][C:2]1[CH:10]=[C:9]2[C:5]([C:6]([CH2:11][C:12]([O:14][CH2:15][CH3:16])=[O:13])=[N:7][NH:8]2)=[CH:4][CH:3]=1. The yield is 0.393. (7) The reactants are [CH3:1][C:2]1[CH:7]=[CH:6][N:5]=[CH:4][C:3]=1[N:8]1[CH2:12][CH2:11][NH:10][C:9]1=[O:13].Br[C:15]1[CH:20]=[CH:19][C:18]([C:21](=[O:23])[CH3:22])=[C:17]([F:24])[CH:16]=1.N[C@@H]1CCCC[C@H]1N.P([O-])([O-])([O-])=O.[K+].[K+].[K+]. The catalyst is [Cu](I)I.O1CCOCC1. The product is [C:21]([C:18]1[CH:19]=[CH:20][C:15]([N:10]2[CH2:11][CH2:12][N:8]([C:3]3[CH:4]=[N:5][CH:6]=[CH:7][C:2]=3[CH3:1])[C:9]2=[O:13])=[CH:16][C:17]=1[F:24])(=[O:23])[CH3:22]. The yield is 0.882.